The task is: Predict which catalyst facilitates the given reaction.. This data is from Catalyst prediction with 721,799 reactions and 888 catalyst types from USPTO. (1) Reactant: [CH2:1]([C:6]1[CH:11]=[CH:10][C:9]([CH:12]=[CH:13][C:14]2[CH:15]=[C:16]3[C:21](=[CH:22][CH:23]=2)[O:20][C:19](=[O:24])[CH2:18][CH2:17]3)=[C:8](F)[CH:7]=1)[CH2:2][CH2:3][CH2:4][CH3:5].[H][H]. Product: [CH2:1]([C:6]1[CH:7]=[CH:8][C:9]([CH2:12][CH2:13][C:14]2[CH:15]=[C:16]3[C:21](=[CH:22][CH:23]=2)[O:20][C:19](=[O:24])[CH2:18][CH2:17]3)=[CH:10][CH:11]=1)[CH2:2][CH2:3][CH2:4][CH3:5]. The catalyst class is: 29. (2) Reactant: [Cl:1][C:2]1[CH:7]=[CH:6][C:5]([OH:8])=[C:4]([S:9][C:10]2[CH:15]=[CH:14][C:13]([S:16]([CH3:19])(=[O:18])=[O:17])=[CH:12][C:11]=2[Cl:20])[CH:3]=1.C([N:40]1[CH:44]=[C:43]([CH2:45]O)[N:42]=[CH:41]1)(C1C=CC=CC=1)(C1C=CC=CC=1)C1C=CC=CC=1.C1(P(C2C=CC=CC=2)C2C=CC=CC=2)C=CC=CC=1. Product: [Cl:1][C:2]1[CH:7]=[CH:6][C:5]([O:8][CH2:45][C:43]2[N:42]=[CH:41][NH:40][CH:44]=2)=[C:4]([S:9][C:10]2[CH:15]=[CH:14][C:13]([S:16]([CH3:19])(=[O:18])=[O:17])=[CH:12][C:11]=2[Cl:20])[CH:3]=1. The catalyst class is: 1. (3) Reactant: [C:1]([O:5][C:6](=[O:18])[NH:7][C@@H:8]([CH2:11][C:12]1[CH:17]=[CH:16][CH:15]=[CH:14][CH:13]=1)[CH2:9][OH:10])([CH3:4])([CH3:3])[CH3:2].[OH-].[K+].[S:21](Cl)([C:24]1[CH:30]=[CH:29][C:27]([CH3:28])=[CH:26][CH:25]=1)(=[O:23])=[O:22]. Product: [C:1]([O:5][C:6]([NH:7][C@@H:8]([CH2:11][C:12]1[CH:17]=[CH:16][CH:15]=[CH:14][CH:13]=1)[CH2:9][O:10][S:21]([C:24]1[CH:30]=[CH:29][C:27]([CH3:28])=[CH:26][CH:25]=1)(=[O:23])=[O:22])=[O:18])([CH3:4])([CH3:2])[CH3:3]. The catalyst class is: 17. (4) Product: [CH:19]1([NH:18][C:16]([C:15]2[CH:14]=[CH:13][C:12]([C:9]3[N:7]4[CH:8]=[C:3]([C:1]([NH2:2])=[O:30])[N:4]=[C:5]([NH:24][CH2:25][CH:26]([CH3:28])[CH3:27])[C:6]4=[N:11][CH:10]=3)=[CH:23][CH:22]=2)=[O:17])[CH2:20][CH2:21]1. Reactant: [C:1]([C:3]1[N:4]=[C:5]([NH:24][CH2:25][CH:26]([CH3:28])[CH3:27])[C:6]2[N:7]([C:9]([C:12]3[CH:23]=[CH:22][C:15]([C:16]([NH:18][CH:19]4[CH2:21][CH2:20]4)=[O:17])=[CH:14][CH:13]=3)=[CH:10][N:11]=2)[CH:8]=1)#[N:2].C([O-])([O-])=[O:30].C([O-])([O-])=O.OO.OO.OO.[Na+].[Na+].[Na+].[Na+]. The catalyst class is: 95. (5) Reactant: [C:1]1([CH:7]([C:33]2[CH:38]=[CH:37][CH:36]=[CH:35][CH:34]=2)[N:8]2[C:16]3[CH:15]=[C:14]4[O:17][CH2:18][CH2:19][O:20][C:13]4=[CH:12][C:11]=3[C:10](O)([C:21]3[C:22]([OH:30])=[CH:23][C:24]4[O:28][CH2:27][CH2:26][C:25]=4[CH:29]=3)[C:9]2=[O:32])[CH:6]=[CH:5][CH:4]=[CH:3][CH:2]=1.C([SiH](CC)CC)C.FC(F)(F)C(O)=O. Product: [C:33]1([CH:7]([C:1]2[CH:6]=[CH:5][CH:4]=[CH:3][CH:2]=2)[N:8]2[C:16]3[CH:15]=[C:14]4[O:17][CH2:18][CH2:19][O:20][C:13]4=[CH:12][C:11]=3[CH:10]([C:21]3[C:22]([OH:30])=[CH:23][C:24]4[O:28][CH2:27][CH2:26][C:25]=4[CH:29]=3)[C:9]2=[O:32])[CH:34]=[CH:35][CH:36]=[CH:37][CH:38]=1. The catalyst class is: 4. (6) Reactant: C(OC(=O)[NH:7][C@H:8]([C:10]1[N:14]([CH:15]2[CH2:20][CH2:19][CH2:18][O:17][CH2:16]2)[C:13]2[CH:21]=[CH:22][CH:23]=[CH:24][C:12]=2[N:11]=1)[CH3:9])(C)(C)C.C(O)(C(F)(F)F)=O. Product: [O:17]1[CH2:18][CH2:19][CH2:20][CH:15]([N:14]2[C:13]3[CH:21]=[CH:22][CH:23]=[CH:24][C:12]=3[N:11]=[C:10]2[C@@H:8]([NH2:7])[CH3:9])[CH2:16]1. The catalyst class is: 2.